From a dataset of Peptide-MHC class I binding affinity with 185,985 pairs from IEDB/IMGT. Regression. Given a peptide amino acid sequence and an MHC pseudo amino acid sequence, predict their binding affinity value. This is MHC class I binding data. The peptide sequence is SYINRTGTF. The MHC is HLA-A69:01 with pseudo-sequence HLA-A69:01. The binding affinity (normalized) is 0.0847.